From a dataset of CYP2D6 inhibition data for predicting drug metabolism from PubChem BioAssay. Regression/Classification. Given a drug SMILES string, predict its absorption, distribution, metabolism, or excretion properties. Task type varies by dataset: regression for continuous measurements (e.g., permeability, clearance, half-life) or binary classification for categorical outcomes (e.g., BBB penetration, CYP inhibition). Dataset: cyp2d6_veith. (1) The molecule is CC(=C\C(=O)O)/C(=C/c1ccccc1)C(=O)O. The result is 0 (non-inhibitor). (2) The molecule is O=C(O)[C@@H]1CCCNC1. The result is 0 (non-inhibitor). (3) The molecule is Cc1cnc(CNc2cc(-c3ccc4c(c3)OCO4)ncn2)cn1. The result is 0 (non-inhibitor). (4) The compound is O=[N+]([O-])c1ccc(-c2cnc(SCc3ccccc3Cl)[nH]2)cc1. The result is 1 (inhibitor).